Dataset: Full USPTO retrosynthesis dataset with 1.9M reactions from patents (1976-2016). Task: Predict the reactants needed to synthesize the given product. (1) Given the product [CH3:17][C:18]1[CH:23]=[C:22]([C:24](=[N:26][O:27][CH3:28])[CH3:25])[CH:21]=[CH:20][C:19]=1[O:29][CH2:2][C:3]1[C:8]([CH3:9])=[CH:7][CH:6]=[CH:5][C:4]=1[N:10]1[C:14](=[O:15])[N:13]([CH3:16])[N:12]=[N:11]1, predict the reactants needed to synthesize it. The reactants are: Br[CH2:2][C:3]1[C:8]([CH3:9])=[CH:7][CH:6]=[CH:5][C:4]=1[N:10]1[C:14](=[O:15])[N:13]([CH3:16])[N:12]=[N:11]1.[CH3:17][C:18]1[CH:23]=[C:22]([C:24](=[N:26][O:27][CH3:28])[CH3:25])[CH:21]=[CH:20][C:19]=1[OH:29].C(=O)([O-])[O-].[K+].[K+]. (2) Given the product [O:1]=[C:2]1[C:6]2([CH2:7][CH2:8][N:9]([CH2:12][CH2:13][CH2:14][N:15]3[C:19]4[CH:20]=[CH:21][CH:22]=[CH:23][C:18]=4[NH:17][C:16]3=[O:24])[CH2:10][CH2:11]2)[N:5]([C:25]2[CH:30]=[CH:29][CH:28]=[CH:27][CH:26]=2)[CH2:4][N:3]1[CH2:31][C:32]1[CH:33]=[C:34]([CH:42]=[CH:43][CH:44]=1)[C:35]([OH:37])=[O:36], predict the reactants needed to synthesize it. The reactants are: [O:1]=[C:2]1[C:6]2([CH2:11][CH2:10][N:9]([CH2:12][CH2:13][CH2:14][N:15]3[C:19]4[CH:20]=[CH:21][CH:22]=[CH:23][C:18]=4[NH:17][C:16]3=[O:24])[CH2:8][CH2:7]2)[N:5]([C:25]2[CH:30]=[CH:29][CH:28]=[CH:27][CH:26]=2)[CH2:4][N:3]1[CH2:31][C:32]1[CH:33]=[C:34]([CH:42]=[CH:43][CH:44]=1)[C:35]([O:37]C(C)(C)C)=[O:36].Cl.